From a dataset of Reaction yield outcomes from USPTO patents with 853,638 reactions. Predict the reaction yield, written as a fraction of the theoretical maximum amount of product (1.0 means a 100% yield; for example, 0.34 means a 34% yield). The reactants are [Cl:1][C:2]1[CH:11]=[CH:10][C:5]([C:6]([O:8][CH3:9])=[O:7])=[CH:4][C:3]=1[CH3:12].[Br:13]N1C(=O)CCC1=O.C(OOC(=O)C1C=CC=CC=1)(=O)C1C=CC=CC=1. The catalyst is C(Cl)(Cl)(Cl)Cl. The product is [Br:13][CH2:12][C:3]1[CH:4]=[C:5]([CH:10]=[CH:11][C:2]=1[Cl:1])[C:6]([O:8][CH3:9])=[O:7]. The yield is 0.530.